From a dataset of Forward reaction prediction with 1.9M reactions from USPTO patents (1976-2016). Predict the product of the given reaction. (1) Given the reactants Br[C:2]1[CH:3]=[CH:4][C:5]([C:8]2[CH2:12][C@@H:11]([CH2:13][OH:14])[O:10][N:9]=2)=[N:6][CH:7]=1.C(=O)([O-])[O-].[K+].[K+].[F:21][C:22]1[CH:23]=[C:24]([N:37]2[CH2:41][C@H:40]([CH2:42][NH:43][C:44](=[O:46])[CH3:45])[O:39][C:38]2=[O:47])[CH:25]=[CH:26][C:27]=1B1OC(C)(C)C(C)(C)O1, predict the reaction product. The product is: [F:21][C:22]1[CH:23]=[C:24]([N:37]2[CH2:41][C@H:40]([CH2:42][NH:43][C:44](=[O:46])[CH3:45])[O:39][C:38]2=[O:47])[CH:25]=[CH:26][C:27]=1[C:2]1[CH:7]=[N:6][C:5]([C:8]2[CH2:12][C@@H:11]([CH2:13][OH:14])[O:10][N:9]=2)=[CH:4][CH:3]=1. (2) The product is: [CH2:14]([CH:21]1[CH2:26][CH2:25][N:24]([C:4](=[O:5])[C:3]2[CH:7]=[CH:8][C:9]([N+:11]([O-:13])=[O:12])=[CH:10][C:2]=2[OH:1])[CH2:23][CH2:22]1)[C:15]1[CH:20]=[CH:19][CH:18]=[CH:17][CH:16]=1. Given the reactants [OH:1][C:2]1[CH:10]=[C:9]([N+:11]([O-:13])=[O:12])[CH:8]=[CH:7][C:3]=1[C:4](Cl)=[O:5].[CH2:14]([CH:21]1[CH2:26][CH2:25][NH:24][CH2:23][CH2:22]1)[C:15]1[CH:20]=[CH:19][CH:18]=[CH:17][CH:16]=1, predict the reaction product. (3) Given the reactants [Br:1][C:2]1[CH:3]=[C:4]([C:8]2[O:9][C:10]([CH3:26])=[C:11]([CH2:13][CH2:14][O:15]S(C3C=CC(C)=CC=3)(=O)=O)[N:12]=2)[CH:5]=[CH:6][CH:7]=1.[CH2:27]([O:29][C:30](=[O:42])[C:31]([O:34][C:35]1[CH:40]=[CH:39][C:38](O)=[CH:37][CH:36]=1)([CH3:33])[CH3:32])[CH3:28].C([O-])([O-])=O.[Cs+].[Cs+], predict the reaction product. The product is: [CH2:27]([O:29][C:30](=[O:42])[C:31]([O:34][C:35]1[CH:40]=[CH:39][C:38]([O:15][CH2:14][CH2:13][C:11]2[N:12]=[C:8]([C:4]3[CH:5]=[CH:6][CH:7]=[C:2]([Br:1])[CH:3]=3)[O:9][C:10]=2[CH3:26])=[CH:37][CH:36]=1)([CH3:33])[CH3:32])[CH3:28]. (4) Given the reactants [Br:1][C:2]1C=[CH:9][CH:8]=[C:7]2[C:3]=1[CH2:4][CH2:5]C2OC.[CH2:13]1[CH2:17][O:16][CH2:15][CH2:14]1.[Li]CCCC.CN(C=O)C.[BH4-].[Na+].C1(P(C2C=CC=CC=2)C2C=CC=CC=2)C=CC=CC=1.BrN1C(=O)CCC1=O, predict the reaction product. The product is: [Br:1][CH2:2][C:3]1[CH:4]=[CH:5][CH:14]=[C:13]2[C:7]=1[CH2:8][CH2:9][CH:17]2[O:16][CH3:15]. (5) Given the reactants [Cl:1][C:2]1[C:7]([CH:8]([F:10])[CH3:9])=[C:6]([Cl:11])[CH:5]=[CH:4][C:3]=1Br.[C:13]([NH:16][C:17]1[CH:22]=[C:21]([Sn](C)(C)C)[N:20]=[C:19]([C:27]([O:29][CH3:30])=[O:28])[C:18]=1[Cl:31])(=[O:15])[CH3:14].[F-].[Cs+].O, predict the reaction product. The product is: [C:13]([NH:16][C:17]1[CH:22]=[C:21]([C:3]2[CH:4]=[CH:5][C:6]([Cl:11])=[C:7]([CH:8]([F:10])[CH3:9])[C:2]=2[Cl:1])[N:20]=[C:19]([C:27]([O:29][CH3:30])=[O:28])[C:18]=1[Cl:31])(=[O:15])[CH3:14]. (6) Given the reactants [F:1][C:2]([F:26])([F:25])[C:3]1[CH:4]=[C:5]([C:21]([F:24])([F:23])[F:22])[C:6]2[CH:7]=[CH:8][C:9]3[N:10]([CH:13]=[C:14]([C:16](OCC)=[O:17])[N:15]=3)[C:11]=2[N:12]=1.CC(C[AlH]CC(C)C)C, predict the reaction product. The product is: [F:26][C:2]([F:1])([F:25])[C:3]1[CH:4]=[C:5]([C:21]([F:23])([F:24])[F:22])[C:6]2[CH:7]=[CH:8][C:9]3[N:10]([CH:13]=[C:14]([CH:16]=[O:17])[N:15]=3)[C:11]=2[N:12]=1.